This data is from Peptide-MHC class I binding affinity with 185,985 pairs from IEDB/IMGT. The task is: Regression. Given a peptide amino acid sequence and an MHC pseudo amino acid sequence, predict their binding affinity value. This is MHC class I binding data. (1) The peptide sequence is AYFLEAQEM. The MHC is HLA-C04:01 with pseudo-sequence HLA-C04:01. The binding affinity (normalized) is 0.0847. (2) The peptide sequence is EKPFEHFF. The MHC is Mamu-A01 with pseudo-sequence Mamu-A01. The binding affinity (normalized) is 0. (3) The peptide sequence is RVYVAQKRK. The MHC is HLA-B35:01 with pseudo-sequence HLA-B35:01. The binding affinity (normalized) is 0.0847. (4) The peptide sequence is LATLRKLCI. The MHC is HLA-B08:01 with pseudo-sequence HLA-B08:01. The binding affinity (normalized) is 0.456. (5) The peptide sequence is RMVSLVTSF. The MHC is HLA-A26:01 with pseudo-sequence HLA-A26:01. The binding affinity (normalized) is 0. (6) The peptide sequence is MALLRLPLV. The MHC is HLA-A02:01 with pseudo-sequence HLA-A02:01. The binding affinity (normalized) is 0.634. (7) The peptide sequence is KLHCTERSL. The MHC is HLA-A23:01 with pseudo-sequence HLA-A23:01. The binding affinity (normalized) is 0.0847. (8) The peptide sequence is DRVVLQSKEL. The MHC is HLA-B27:05 with pseudo-sequence HLA-B27:05. The binding affinity (normalized) is 0.363. (9) The peptide sequence is TTDFTRLRY. The MHC is HLA-A30:02 with pseudo-sequence HLA-A30:02. The binding affinity (normalized) is 0.417.